From a dataset of Reaction yield outcomes from USPTO patents with 853,638 reactions. Predict the reaction yield, written as a fraction of the theoretical maximum amount of product (1.0 means a 100% yield; for example, 0.34 means a 34% yield). (1) The reactants are [CH3:1][S:2][CH2:3][C:4]([OH:6])=O.C(Cl)(=O)C(Cl)=O.CN(C=O)C.[NH2:18][C:19]1[CH:27]=[CH:26][CH:25]=[C:24]2[C:20]=1[C:21](=[O:37])[N:22]([CH:29]1[CH2:34][CH2:33][C:32](=[O:35])[NH:31][C:30]1=[O:36])[C:23]2=[O:28]. The catalyst is CCOCC.CO.C1COCC1. The product is [O:36]=[C:30]1[CH:29]([N:22]2[C:21](=[O:37])[C:20]3[C:24](=[CH:25][CH:26]=[CH:27][C:19]=3[NH:18][C:4](=[O:6])[CH2:3][S:2][CH3:1])[C:23]2=[O:28])[CH2:34][CH2:33][C:32](=[O:35])[NH:31]1. The yield is 0.690. (2) The reactants are [CH2:1]([C:7]1[CH:12]=[CH:11][C:10]([C:13]2[N:17]([CH3:18])[N:16]=[C:15]([C:19](=O)[CH3:20])[C:14]=2[OH:22])=[CH:9][CH:8]=1)[CH2:2][CH2:3][CH2:4][CH2:5][CH3:6].[NH:23]([C:25]([NH:27][C:28]1[CH:36]=[CH:35][C:31]([C:32]([OH:34])=[O:33])=[CH:30][CH:29]=1)=[S:26])[NH2:24].CN(C)C=O. The catalyst is Cl.O. The product is [CH2:1]([C:7]1[CH:12]=[CH:11][C:10]([C:13]2[N:17]([CH3:18])[N:16]=[C:15]([C:19](=[N:24][NH:23][C:25]([NH:27][C:28]3[CH:36]=[CH:35][C:31]([C:32]([OH:34])=[O:33])=[CH:30][CH:29]=3)=[S:26])[CH3:20])[C:14]=2[OH:22])=[CH:9][CH:8]=1)[CH2:2][CH2:3][CH2:4][CH2:5][CH3:6]. The yield is 0.800. (3) The reactants are [S:1]1[C:5]([C:6]2[C:7]([O:27][CH3:28])=[CH:8][C:9]([O:25][CH3:26])=[C:10](/[CH:12]=[CH:13]/[C:14]([C:16]3[CH:24]=[CH:23][C:19]([C:20](O)=[O:21])=[CH:18][CH:17]=3)=[O:15])[CH:11]=2)=[CH:4][C:3]2[CH:29]=[CH:30][CH:31]=[CH:32][C:2]1=2.Cl.C[N:35](C)CCCN=C=NCC.O.ON1C2C=CC=CC=2N=N1.[Cl-].[NH4+].C(N(CC)CC)C. The catalyst is CN(C)C=O. The product is [S:1]1[C:5]([C:6]2[C:7]([O:27][CH3:28])=[CH:8][C:9]([O:25][CH3:26])=[C:10](/[CH:12]=[CH:13]/[C:14]([C:16]3[CH:24]=[CH:23][C:19]([C:20]([NH2:35])=[O:21])=[CH:18][CH:17]=3)=[O:15])[CH:11]=2)=[CH:4][C:3]2[CH:29]=[CH:30][CH:31]=[CH:32][C:2]1=2. The yield is 0.940. (4) The reactants are [Cl:1][C:2]1[C:3]([O:12][C:13]2[CH:18]=[C:17]([O:19][CH2:20][CH2:21][O:22][CH:23]3[CH2:25][CH2:24]3)[CH:16]=[CH:15][C:14]=2/[CH:26]=[CH:27]/[C:28](O)=[O:29])=[N:4][CH:5]=[C:6]([C:8]([F:11])([F:10])[F:9])[CH:7]=1.Cl.C(N=C=NCCCN(C)C)C.[CH2:43]([S:48]([NH2:51])(=[O:50])=[O:49])[CH2:44][CH2:45][CH2:46][CH3:47].Cl. The catalyst is C(#N)C.CN(C)C1C=CN=CC=1.C(OCC)(=O)C. The product is [Cl:1][C:2]1[C:3]([O:12][C:13]2[CH:18]=[C:17]([O:19][CH2:20][CH2:21][O:22][CH:23]3[CH2:25][CH2:24]3)[CH:16]=[CH:15][C:14]=2/[CH:26]=[CH:27]/[C:28]([NH:51][S:48]([CH2:43][CH2:44][CH2:45][CH2:46][CH3:47])(=[O:50])=[O:49])=[O:29])=[N:4][CH:5]=[C:6]([C:8]([F:10])([F:11])[F:9])[CH:7]=1. The yield is 0.420. (5) The reactants are [Cl:1][C:2]1[C:3]2[CH:14]=[CH:13][C:12](=[O:15])[N:11]([C:16]3[CH:21]=[CH:20][C:19]([F:22])=[CH:18][C:17]=3[F:23])[C:4]=2[N:5]=[C:6](S(C)=O)[N:7]=1.[NH2:24][CH:25]([CH2:28][OH:29])[CH2:26][OH:27]. The catalyst is C(Cl)Cl.CN(C=O)C. The product is [Cl:1][C:2]1[C:3]2[CH:14]=[CH:13][C:12](=[O:15])[N:11]([C:16]3[CH:21]=[CH:20][C:19]([F:22])=[CH:18][C:17]=3[F:23])[C:4]=2[N:5]=[C:6]([NH:24][CH:25]([CH2:28][OH:29])[CH2:26][OH:27])[N:7]=1. The yield is 0.500. (6) The reactants are [CH3:1][O-:2].[Na+].Cl[C:5]1[N:10]=[N:9][C:8]([N:11]2[C:15]([C:16]3[CH:21]=[CH:20][CH:19]=[CH:18][N:17]=3)=[CH:14][C:13]([C:22]([O:24][CH3:25])=[O:23])=[N:12]2)=[CH:7][CH:6]=1.Cl. The catalyst is CO. The product is [CH3:1][O:2][C:5]1[N:10]=[N:9][C:8]([N:11]2[C:15]([C:16]3[CH:21]=[CH:20][CH:19]=[CH:18][N:17]=3)=[CH:14][C:13]([C:22]([O:24][CH3:25])=[O:23])=[N:12]2)=[CH:7][CH:6]=1. The yield is 0.870.